This data is from Forward reaction prediction with 1.9M reactions from USPTO patents (1976-2016). The task is: Predict the product of the given reaction. (1) Given the reactants Cl[C:2]1[C:11]2[C:6](=[CH:7][CH:8]=[CH:9][CH:10]=2)[C:5]([C:12]2[C:21]3[C:16](=[CH:17][CH:18]=[C:19]([O:22][CH3:23])[CH:20]=3)[CH:15]=[CH:14][C:13]=2[O:24][S:25]([C:28]([F:31])([F:30])[F:29])(=[O:27])=[O:26])=[N:4][N:3]=1.[C:32]1([C@H:38]([NH2:40])[CH3:39])[CH:37]=[CH:36][CH:35]=[CH:34][CH:33]=1, predict the reaction product. The product is: [CH3:23][O:22][C:19]1[CH:20]=[C:21]2[C:16]([CH:15]=[CH:14][C:13]([O:24][S:25]([C:28]([F:31])([F:30])[F:29])(=[O:27])=[O:26])=[C:12]2[C:5]2[C:6]3[C:11](=[CH:10][CH:9]=[CH:8][CH:7]=3)[C:2]([NH:40][C@@H:38]([C:32]3[CH:37]=[CH:36][CH:35]=[CH:34][CH:33]=3)[CH3:39])=[N:3][N:4]=2)=[CH:17][CH:18]=1. (2) Given the reactants [F:1][C:2]([F:15])([F:14])[CH2:3][O:4][C:5]1[CH:13]=[CH:12][C:8]([C:9]([OH:11])=O)=[CH:7][N:6]=1.CCN=C=NCCCN(C)C.Cl.C1C=CC2N(O)N=NC=2C=1.O.[NH2:39][CH2:40][CH2:41][NH:42][C:43](=[O:49])[O:44][C:45]([CH3:48])([CH3:47])[CH3:46], predict the reaction product. The product is: [F:14][C:2]([F:1])([F:15])[CH2:3][O:4][C:5]1[CH:13]=[CH:12][C:8]([C:9]([NH:39][CH2:40][CH2:41][NH:42][C:43](=[O:49])[O:44][C:45]([CH3:47])([CH3:46])[CH3:48])=[O:11])=[CH:7][N:6]=1. (3) The product is: [CH:25]1([CH2:31][NH:1][C:2]2[N:7]=[C:6]([C:8]3[NH:16][C:15]4[CH2:14][CH2:13][NH:12][C:11](=[O:17])[C:10]=4[CH:9]=3)[CH:5]=[CH:4][N:3]=2)[CH2:30][CH2:29][CH2:28][CH2:27][CH2:26]1. Given the reactants [NH2:1][C:2]1[N:7]=[C:6]([C:8]2[NH:16][C:15]3[CH2:14][CH2:13][NH:12][C:11](=[O:17])[C:10]=3[CH:9]=2)[CH:5]=[CH:4][N:3]=1.FC(F)(F)C(O)=O.[CH:25]1([CH:31]=O)[CH2:30][CH2:29][CH2:28][CH2:27][CH2:26]1.C(O[BH-](OC(=O)C)OC(=O)C)(=O)C.[Na+], predict the reaction product.